Dataset: Catalyst prediction with 721,799 reactions and 888 catalyst types from USPTO. Task: Predict which catalyst facilitates the given reaction. (1) Reactant: [Cl:1][C:2]1[N:3]=[C:4]([N:22]2[CH2:27][CH2:26][O:25][CH2:24][CH2:23]2)[C:5]2[S:10][C:9]([C:12]3[CH:13]=[C:14]([NH:18][C:19](=[O:21])[CH3:20])[CH:15]=[CH:16][CH:17]=3)([I:11])[CH2:8][C:6]=2[N:7]=1.[C:28](=O)([O-])[O-].[Cs+].[Cs+].IC. Product: [Cl:1][C:2]1[N:3]=[C:4]([N:22]2[CH2:27][CH2:26][O:25][CH2:24][CH2:23]2)[C:5]2[S:10][C:9]([C:12]3[CH:13]=[C:14]([N:18]([CH3:28])[C:19](=[O:21])[CH3:20])[CH:15]=[CH:16][CH:17]=3)([I:11])[CH2:8][C:6]=2[N:7]=1. The catalyst class is: 39. (2) Reactant: Cl.[NH2:2][C@H:3]([C:14]([O:16][CH3:17])=[O:15])[CH2:4][C:5]1[C:13]2[C:8](=[CH:9][CH:10]=[CH:11][CH:12]=2)[NH:7][CH:6]=1.C(N(CC)CC)C.[CH:25]([C:28]1[CH:38]=[CH:37][C:31]([CH:32]=[CH:33][C:34](O)=[O:35])=[CH:30][CH:29]=1)([CH3:27])[CH3:26].CCN=C=NCCCN(C)C.Cl. Product: [CH:25]([C:28]1[CH:29]=[CH:30][C:31]([CH:32]=[CH:33][C:34]([NH:2][C@H:3]([C:14]([O:16][CH3:17])=[O:15])[CH2:4][C:5]2[C:13]3[C:8](=[CH:9][CH:10]=[CH:11][CH:12]=3)[NH:7][CH:6]=2)=[O:35])=[CH:37][CH:38]=1)([CH3:27])[CH3:26]. The catalyst class is: 2. (3) Reactant: [C:1]1([CH2:7][CH2:8][CH2:9][CH2:10][CH2:11][CH2:12][CH2:13][CH2:14][CH2:15][CH2:16][CH2:17][CH2:18][CH2:19][CH2:20][CH2:21][CH2:22][CH2:23][CH2:24][Si:25]([O:32][CH2:33]C)([O:29][CH2:30]C)[O:26][CH2:27]C)[CH:6]=[CH:5][CH:4]=[CH:3][CH:2]=1.Cl. Product: [C:1]1([CH2:7][CH2:8][CH2:9][CH2:10][CH2:11][CH2:12][CH2:13][CH2:14][CH2:15][CH2:16][CH2:17][CH2:18][CH2:19][CH2:20][CH2:21][CH2:22][CH2:23][CH2:24][Si:25]([O:32][CH3:33])([O:26][CH3:27])[O:29][CH3:30])[CH:2]=[CH:3][CH:4]=[CH:5][CH:6]=1. The catalyst class is: 5. (4) Product: [CH3:1][O:2][C:3]1[CH:8]=[CH:7][C:6]([O:9][CH3:10])=[CH:5][C:4]=1[S:11]([N:14]([CH2:30][CH2:31][CH2:32][CH2:33][CH2:34][CH3:35])[C@@H:15]1[CH2:19][CH2:18][N:17]([C:20]([O:22][C:23]([CH3:26])([CH3:25])[CH3:24])=[O:21])[CH2:16]1)(=[O:12])=[O:13]. Reactant: [CH3:1][O:2][C:3]1[CH:8]=[CH:7][C:6]([O:9][CH3:10])=[CH:5][C:4]=1[S:11]([NH:14][C@@H:15]1[CH2:19][CH2:18][N:17]([C:20]([O:22][C:23]([CH3:26])([CH3:25])[CH3:24])=[O:21])[CH2:16]1)(=[O:13])=[O:12].[H-].[Na+].Br[CH2:30][CH2:31][CH2:32][CH2:33][CH2:34][CH3:35]. The catalyst class is: 3. (5) Reactant: [Cl:1][C:2]1[CH:7]=[C:6]([C:8](O)([OH:12])[CH:9]([F:11])[F:10])[CH:5]=[C:4]([Cl:14])[C:3]=1[NH:15][C:16]1[C:25]2[CH:26]=[CH:27][NH:28][C:29](=[O:30])[C:24]=2[C:23]2[C:18](=[CH:19][CH:20]=[N:21][CH:22]=2)[N:17]=1.ClC1C=C(C(O)(OC)C(F)F)C=C(Cl)C=1NC1C2C=CNC(=O)C=2C2C(=CC=NC=2)N=1.[BH4-].[Na+]. Product: [Cl:14][C:4]1[CH:5]=[C:6]([C@H:8]([OH:12])[CH:9]([F:11])[F:10])[CH:7]=[C:2]([Cl:1])[C:3]=1[NH:15][C:16]1[C:25]2[CH:26]=[CH:27][NH:28][C:29](=[O:30])[C:24]=2[C:23]2[C:18](=[CH:19][CH:20]=[N:21][CH:22]=2)[N:17]=1. The catalyst class is: 5. (6) Reactant: Cl.[NH2:2][C@@H:3]1[CH2:12][CH2:11][CH2:10][C:9]2[C:8]([C:13]3[S:17][C:16]([C:18]4[CH:19]=[CH:20][C:21]([O:26][CH:27]([CH3:29])[CH3:28])=[C:22]([CH:25]=4)[C:23]#[N:24])=[N:15][N:14]=3)=[CH:7][CH:6]=[CH:5][C:4]1=2.[S:30](N)([NH2:33])(=[O:32])=[O:31].CCN(C(C)C)C(C)C. Product: [C:23]([C:22]1[CH:25]=[C:18]([C:16]2[S:17][C:13]([C:8]3[CH:7]=[CH:6][CH:5]=[C:4]4[C:9]=3[CH2:10][CH2:11][CH2:12][C@H:3]4[NH:2][S:30]([NH2:33])(=[O:32])=[O:31])=[N:14][N:15]=2)[CH:19]=[CH:20][C:21]=1[O:26][CH:27]([CH3:29])[CH3:28])#[N:24]. The catalyst class is: 12. (7) The catalyst class is: 443. Reactant: Br[C:2]1[C:3]([CH3:25])=[C:4]([C:8]2[N:12]=[C:11]([C:13]3[CH:14]=[CH:15][C:16]([O:21][CH:22]([CH3:24])[CH3:23])=[C:17]([CH:20]=3)[C:18]#[N:19])[O:10][N:9]=2)[CH:5]=[CH:6][CH:7]=1.CC(P(C(C)(C)C)C(C)(C)C)(C)C.C([O-])([O-])=O.[Cs+].[Cs+].Br[Zn][CH2:47][CH2:48][CH2:49][C:50]([O:52][CH2:53][CH3:54])=[O:51]. Product: [C:18]([C:17]1[CH:20]=[C:13]([C:11]2[O:10][N:9]=[C:8]([C:4]3[C:3]([CH3:25])=[C:2]([CH2:47][CH2:48][CH2:49][C:50]([O:52][CH2:53][CH3:54])=[O:51])[CH:7]=[CH:6][CH:5]=3)[N:12]=2)[CH:14]=[CH:15][C:16]=1[O:21][CH:22]([CH3:24])[CH3:23])#[N:19]. (8) Reactant: [ClH:1].C(OC([NH:9][CH2:10][CH2:11][CH2:12][CH2:13][CH2:14][CH2:15][C:16]([NH:18][CH2:19][C:20]1[CH:28]=[CH:27][CH:26]=[C:25]2[C:21]=1[C:22](=[O:38])[N:23]([CH:30]1[CH2:35][CH2:34][C:33](=[O:36])[NH:32][C:31]1=[O:37])[C:24]2=[O:29])=[O:17])=O)(C)(C)C. Product: [ClH:1].[NH2:9][CH2:10][CH2:11][CH2:12][CH2:13][CH2:14][CH2:15][C:16]([NH:18][CH2:19][C:20]1[CH:28]=[CH:27][CH:26]=[C:25]2[C:21]=1[C:22](=[O:38])[N:23]([CH:30]1[CH2:35][CH2:34][C:33](=[O:36])[NH:32][C:31]1=[O:37])[C:24]2=[O:29])=[O:17]. The catalyst class is: 258.